Dataset: Catalyst prediction with 721,799 reactions and 888 catalyst types from USPTO. Task: Predict which catalyst facilitates the given reaction. (1) Reactant: [C:1]([O:5][C:6]([NH:8][CH:9]([CH2:13][CH2:14][CH2:15][CH3:16])[C:10]([OH:12])=O)=[O:7])([CH3:4])([CH3:3])[CH3:2].C1C=CC2N(O)N=NC=2C=1.CCN=C=NCCCN(C)C.Cl.Cl.[CH3:40][C:41]1[N:45]2[C:46](=[O:55])[N:47]([CH:49]3[CH2:54][CH2:53][NH:52][CH2:51][CH2:50]3)[CH2:48][C:44]2=[CH:43][N:42]=1.C1CCN2C(=NCCC2)CC1. Product: [CH3:40][C:41]1[N:45]2[C:46](=[O:55])[N:47]([CH:49]3[CH2:54][CH2:53][N:52]([C:10]([CH:9]([NH:8][C:6](=[O:7])[O:5][C:1]([CH3:2])([CH3:3])[CH3:4])[CH2:13][CH2:14][CH2:15][CH3:16])=[O:12])[CH2:51][CH2:50]3)[CH2:48][C:44]2=[CH:43][N:42]=1. The catalyst class is: 556. (2) Reactant: [CH3:1][O:2][C:3]1[CH:8]=[CH:7][C:6]([O:9][CH3:10])=[CH:5][C:4]=1[C:11](=O)[C@H:12]([NH:14][C:15](=[O:20])[C:16]([F:19])([F:18])[F:17])[CH3:13].C([SiH](CC)CC)C. Product: [CH3:1][O:2][C:3]1[CH:8]=[CH:7][C:6]([O:9][CH3:10])=[CH:5][C:4]=1[CH2:11][C@H:12]([NH:14][C:15](=[O:20])[C:16]([F:17])([F:18])[F:19])[CH3:13]. The catalyst class is: 55.